This data is from Catalyst prediction with 721,799 reactions and 888 catalyst types from USPTO. The task is: Predict which catalyst facilitates the given reaction. (1) Reactant: [CH2:1]([N:8]([CH2:15][C:16]1[CH:24]=[CH:23][C:19]([C:20](O)=[O:21])=[C:18]([C:25]2[CH:30]=[CH:29][CH:28]=[CH:27][C:26]=2[CH3:31])[CH:17]=1)[C:9]1[CH:10]=[N:11][CH:12]=[CH:13][CH:14]=1)[C:2]1[CH:7]=[CH:6][CH:5]=[CH:4][CH:3]=1.Cl.[CH3:33][O:34][C:35](=[O:42])[C@H:36]([CH2:38][CH2:39][S:40][CH3:41])[NH2:37].C1C=C2C(N(O)N=NC2=CC=1)=O.CCN=C=NCCCN(C)C.CN1CCOCC1. Product: [CH3:33][O:34][C:35](=[O:42])[C@H:36]([CH2:38][CH2:39][S:40][CH3:41])[NH:37][C:20](=[O:21])[C:19]1[CH:23]=[CH:24][C:16]([CH2:15][N:8]([CH2:1][C:2]2[CH:7]=[CH:6][CH:5]=[CH:4][CH:3]=2)[C:9]2[CH:10]=[N:11][CH:12]=[CH:13][CH:14]=2)=[CH:17][C:18]=1[C:25]1[CH:30]=[CH:29][CH:28]=[CH:27][C:26]=1[CH3:31]. The catalyst class is: 18. (2) Reactant: C([O:3][C:4](=[O:17])[C:5]1[CH:10]=[C:9]([F:11])[C:8]([Cl:12])=[CH:7][C:6]=1[NH:13][CH:14]1[CH2:16][CH2:15]1)C.[Li+].[OH-].CO. Product: [Cl:12][C:8]1[C:9]([F:11])=[CH:10][C:5]([C:4]([OH:17])=[O:3])=[C:6]([NH:13][CH:14]2[CH2:15][CH2:16]2)[CH:7]=1. The catalyst class is: 1.